This data is from Peptide-MHC class II binding affinity with 134,281 pairs from IEDB. The task is: Regression. Given a peptide amino acid sequence and an MHC pseudo amino acid sequence, predict their binding affinity value. This is MHC class II binding data. The peptide sequence is GELELQFRRVKCKYP. The binding affinity (normalized) is 0.403. The MHC is DRB1_1501 with pseudo-sequence DRB1_1501.